This data is from Reaction yield outcomes from USPTO patents with 853,638 reactions. The task is: Predict the reaction yield, written as a fraction of the theoretical maximum amount of product (1.0 means a 100% yield; for example, 0.34 means a 34% yield). (1) The reactants are Br[C:2]1[CH:3]=[C:4]([C:8]([O:10][CH3:11])=[O:9])[S:5][C:6]=1[Cl:7].C([O-])([O-])=O.[Na+].[Na+].[CH2:18]([N:20]1[C:24](B2OC(C)(C)C(C)(C)O2)=[CH:23][CH:22]=[N:21]1)[CH3:19]. The catalyst is C1COCC1.C1C=CC(P(C2C=CC=CC=2)[C-]2C=CC=C2)=CC=1.C1C=CC(P(C2C=CC=CC=2)[C-]2C=CC=C2)=CC=1.Cl[Pd]Cl.[Fe+2]. The product is [Cl:7][C:6]1[S:5][C:4]([C:8]([O:10][CH3:11])=[O:9])=[CH:3][C:2]=1[C:24]1[N:20]([CH2:18][CH3:19])[N:21]=[CH:22][CH:23]=1. The yield is 0.820. (2) The reactants are C([O:3][C:4](=O)[C:5]([N:8]1[CH2:13][CH2:12][CH:11]([C:14]2[CH:36]=[CH:35][C:17]3[C:18]4[N:22]([CH2:23][CH2:24][O:25][C:16]=3[CH:15]=2)[CH:21]=[C:20]([C:26]2[N:27]([CH:32]([CH3:34])[CH3:33])[N:28]=[C:29]([CH3:31])[N:30]=2)[N:19]=4)[CH2:10][CH2:9]1)([CH3:7])[CH3:6])C.[H-].[Al+3].[Li+].[H-].[H-].[H-]. The catalyst is C1COCC1. The product is [CH:32]([N:27]1[C:26]([C:20]2[N:19]=[C:18]3[C:17]4[CH:35]=[CH:36][C:14]([CH:11]5[CH2:10][CH2:9][N:8]([C:5]([CH3:7])([CH3:6])[CH2:4][OH:3])[CH2:13][CH2:12]5)=[CH:15][C:16]=4[O:25][CH2:24][CH2:23][N:22]3[CH:21]=2)=[N:30][C:29]([CH3:31])=[N:28]1)([CH3:34])[CH3:33]. The yield is 0.470. (3) The reactants are [Br:1][C:2]1[CH:15]=[CH:14][C:5]([CH2:6][S:7]([CH2:10][C:11](O)=O)(=[O:9])=[O:8])=[CH:4][CH:3]=1.[Br:16][C:17]1[CH:24]=[CH:23][C:20](C=O)=[CH:19][CH:18]=1. No catalyst specified. The product is [Br:1][C:2]1[CH:15]=[CH:14][C:5]([CH2:6][S:7](/[CH:10]=[CH:11]/[C:20]2[CH:23]=[CH:24][C:17]([Br:16])=[CH:18][CH:19]=2)(=[O:9])=[O:8])=[CH:4][CH:3]=1. The yield is 0.880. (4) The reactants are [CH2:1]([N:8]([CH2:15][C:16]1[C:21](Cl)=[N:20][C:19]([N:23]2[CH2:27][CH2:26][CH2:25][CH:24]2[CH2:28][O:29][CH3:30])=[CH:18][N:17]=1)[CH2:9][C@@H:10]([OH:14])[CH2:11][O:12][CH3:13])[C:2]1[CH:7]=[CH:6][CH:5]=[CH:4][CH:3]=1.CC(C)([O-])C.[K+].O. The catalyst is CN(C=O)C. The product is [CH2:1]([N:8]1[CH2:15][C:16]2[N:17]=[CH:18][C:19]([N:23]3[CH2:27][CH2:26][CH2:25][CH:24]3[CH2:28][O:29][CH3:30])=[N:20][C:21]=2[O:14][C@@H:10]([CH2:11][O:12][CH3:13])[CH2:9]1)[C:2]1[CH:7]=[CH:6][CH:5]=[CH:4][CH:3]=1. The yield is 0.880. (5) The reactants are [CH2:1]1[NH:6][CH2:5][CH2:4][N:3]2[C@@H:7]([CH2:11][OH:12])[CH2:8][CH2:9][CH2:10][C@@H:2]12.[CH3:13][C:14]([O:17][C:18](O[C:18]([O:17][C:14]([CH3:16])([CH3:15])[CH3:13])=[O:19])=[O:19])([CH3:16])[CH3:15].C([O-])(O)=O.[Na+]. The catalyst is C(Cl)Cl. The product is [OH:12][CH2:11][C@@H:7]1[N:3]2[CH2:4][CH2:5][N:6]([C:18]([O:17][C:14]([CH3:16])([CH3:15])[CH3:13])=[O:19])[CH2:1][C@@H:2]2[CH2:10][CH2:9][CH2:8]1. The yield is 0.500. (6) The reactants are I[CH2:2][CH2:3][CH2:4][CH3:5].[CH2:6]([S:10]([O:13][C:14]1[CH:19]=[CH:18][C:17]([CH2:20][CH2:21][CH2:22][C:23]2[CH:28]=[CH:27][C:26]([CH2:29][CH2:30][C:31]([O:33][CH3:34])=[O:32])=[C:25]([OH:35])[CH:24]=2)=[CH:16][C:15]=1[O:36][CH3:37])(=[O:12])=[O:11])[CH2:7][CH2:8][CH3:9].C(=O)([O-])[O-].[K+].[K+].O. The catalyst is C(C(C)=O)C. The product is [CH2:6]([S:10]([O:13][C:14]1[CH:19]=[CH:18][C:17]([CH2:20][CH2:21][CH2:22][C:23]2[CH:28]=[CH:27][C:26]([CH2:29][CH2:30][C:31]([O:33][CH3:34])=[O:32])=[C:25]([O:35][CH2:2][CH2:3][CH2:4][CH3:5])[CH:24]=2)=[CH:16][C:15]=1[O:36][CH3:37])(=[O:12])=[O:11])[CH2:7][CH2:8][CH3:9]. The yield is 0.400. (7) The reactants are [CH3:1][O:2][C:3]1[C:8]2[N:9]=[C:10]([NH:12][C:13]([C:15]3[S:16][C:17]([CH3:20])=[CH:18][CH:19]=3)=[O:14])[S:11][C:7]=2[C:6](I)=[CH:5][CH:4]=1.[CH3:22][C:23]1[CH:28]=[C:27]([Sn](C)(C)C)[CH:26]=[CH:25][N:24]=1. No catalyst specified. The product is [CH3:1][O:2][C:3]1[C:8]2[N:9]=[C:10]([NH:12][C:13]([C:15]3[S:16][C:17]([CH3:20])=[CH:18][CH:19]=3)=[O:14])[S:11][C:7]=2[C:6]([C:27]2[CH:26]=[CH:25][N:24]=[C:23]([CH3:22])[CH:28]=2)=[CH:5][CH:4]=1. The yield is 0.500.